From a dataset of Forward reaction prediction with 1.9M reactions from USPTO patents (1976-2016). Predict the product of the given reaction. (1) The product is: [NH2:1][C:2]1[S:3][CH:13]=[C:12]([C:11]2[CH:16]=[C:17]([C:20]([CH3:21])([CH3:23])[CH3:22])[C:18]([OH:19])=[C:9]([C:5]([CH3:8])([CH3:7])[CH3:6])[CH:10]=2)[N:4]=1. Given the reactants [NH2:1][C:2]([NH2:4])=[S:3].[C:5]([C:9]1[CH:10]=[C:11]([CH:16]=[C:17]([C:20]([CH3:23])([CH3:22])[CH3:21])[C:18]=1[OH:19])[C:12](=O)[CH2:13]Br)([CH3:8])([CH3:7])[CH3:6], predict the reaction product. (2) Given the reactants Cl.[Br:2][C:3]1[CH:4]=[C:5]([CH:8]=[CH:9][CH:10]=1)[CH2:6][NH2:7].C(N(CC)CC)C.[C:18](O[C:18]([O:20][C:21]([CH3:24])([CH3:23])[CH3:22])=[O:19])([O:20][C:21]([CH3:24])([CH3:23])[CH3:22])=[O:19], predict the reaction product. The product is: [Br:2][C:3]1[CH:4]=[C:5]([CH:8]=[CH:9][CH:10]=1)[CH2:6][NH:7][C:18](=[O:19])[O:20][C:21]([CH3:24])([CH3:23])[CH3:22].